This data is from Retrosynthesis with 50K atom-mapped reactions and 10 reaction types from USPTO. The task is: Predict the reactants needed to synthesize the given product. Given the product O=C(Cc1ccccc1)Nc1cnc2ccc(-c3cncc(NS(=O)(=O)c4ccccc4)c3)cc2n1, predict the reactants needed to synthesize it. The reactants are: CC1(C)OB(c2cncc(NS(=O)(=O)c3ccccc3)c2)OC1(C)C.O=C(Cc1ccccc1)Nc1cnc2ccc(Br)cc2n1.